This data is from Forward reaction prediction with 1.9M reactions from USPTO patents (1976-2016). The task is: Predict the product of the given reaction. Given the reactants [O:1]([C:8]1[CH:9]=[C:10]([CH:13]=[C:14]([C:16]([F:19])([F:18])[F:17])[CH:15]=1)[C:11]#N)[C:2]1[CH:7]=[CH:6][CH:5]=[CH:4][CH:3]=1.C(O)=[O:21], predict the reaction product. The product is: [O:1]([C:8]1[CH:9]=[C:10]([CH:13]=[C:14]([C:16]([F:19])([F:18])[F:17])[CH:15]=1)[CH:11]=[O:21])[C:2]1[CH:7]=[CH:6][CH:5]=[CH:4][CH:3]=1.